This data is from Reaction yield outcomes from USPTO patents with 853,638 reactions. The task is: Predict the reaction yield, written as a fraction of the theoretical maximum amount of product (1.0 means a 100% yield; for example, 0.34 means a 34% yield). The yield is 0.430. The product is [Br:1][C:2]1[CH:3]=[CH:4][C:5]2[N:6]([CH2:16][CH:17]([F:39])[CH2:18][N:19]([C:32]3[CH:37]=[CH:36][C:35]([O:38][CH2:47][CH2:48][O:49][CH2:50][CH2:51][O:52][CH3:53])=[CH:34][CH:33]=3)[S:20]([C:23]3[CH:24]=[CH:25][C:26]([N+:29]([O-:31])=[O:30])=[CH:27][CH:28]=3)(=[O:22])=[O:21])[C:7]3[C:12]([C:13]=2[CH:14]=1)=[CH:11][C:10]([Br:15])=[CH:9][CH:8]=3. The reactants are [Br:1][C:2]1[CH:3]=[CH:4][C:5]2[N:6]([CH2:16][CH:17]([F:39])[CH2:18][N:19]([C:32]3[CH:37]=[CH:36][C:35]([OH:38])=[CH:34][CH:33]=3)[S:20]([C:23]3[CH:28]=[CH:27][C:26]([N+:29]([O-:31])=[O:30])=[CH:25][CH:24]=3)(=[O:22])=[O:21])[C:7]3[C:12]([C:13]=2[CH:14]=1)=[CH:11][C:10]([Br:15])=[CH:9][CH:8]=3.C(=O)([O-])[O-].[K+].[K+].Br[CH2:47][CH2:48][O:49][CH2:50][CH2:51][O:52][CH3:53]. The catalyst is CN(C)C=O.CCOC(C)=O.